This data is from Catalyst prediction with 721,799 reactions and 888 catalyst types from USPTO. The task is: Predict which catalyst facilitates the given reaction. (1) Reactant: N[CH2:2][CH2:3][CH2:4][N:5]1[CH2:10][CH2:9][C:8]([C:17]2[CH:22]=[CH:21][CH:20]=[CH:19][CH:18]=2)([C:11]2[CH:16]=[CH:15][CH:14]=[CH:13][CH:12]=2)[CH2:7][CH2:6]1.[O:23]=[C:24]([C:31]1[CH:35]=[CH:34][O:33][CH:32]=1)[CH2:25][C:26]([O:28]CC)=O.C[N:37](C1C=CC=CN=1)C. Product: [C:11]1([C:8]2([C:17]3[CH:22]=[CH:21][CH:20]=[CH:19][CH:18]=3)[CH2:7][CH2:6][N:5]([CH2:4][CH2:3][CH2:2][CH:25]([C:24](=[O:23])[C:31]3[CH:35]=[CH:34][O:33][CH:32]=3)[C:26]([NH2:37])=[O:28])[CH2:10][CH2:9]2)[CH:12]=[CH:13][CH:14]=[CH:15][CH:16]=1. The catalyst class is: 260. (2) Reactant: Br[C:2]1[CH:7]=[CH:6][C:5]([C:8]23[CH2:15][CH2:14][C:11]([CH2:16][C:17]([O:19][CH3:20])=[O:18])([CH2:12][CH2:13]2)[O:10][CH2:9]3)=[CH:4][CH:3]=1.[B:21]1([B:21]2[O:25][C:24]([CH3:27])([CH3:26])[C:23]([CH3:29])([CH3:28])[O:22]2)[O:25][C:24]([CH3:27])([CH3:26])[C:23]([CH3:29])([CH3:28])[O:22]1.C([O-])(=O)C.[K+]. Product: [CH3:28][C:23]1([CH3:29])[C:24]([CH3:27])([CH3:26])[O:25][B:21]([C:2]2[CH:7]=[CH:6][C:5]([C:8]34[CH2:15][CH2:14][C:11]([CH2:16][C:17]([O:19][CH3:20])=[O:18])([CH2:12][CH2:13]3)[O:10][CH2:9]4)=[CH:4][CH:3]=2)[O:22]1. The catalyst class is: 294.